Task: Predict which catalyst facilitates the given reaction.. Dataset: Catalyst prediction with 721,799 reactions and 888 catalyst types from USPTO (1) Reactant: [F:1][C:2]1[CH:24]=[CH:23][C:5]([CH2:6][N:7]2[CH2:21][CH2:20][C:11]3[CH:12]=[C:13]4[C:17](=[CH:18][C:10]=3[NH:9][C:8]2=[O:22])[NH:16][N:15]=[C:14]4[I:19])=[CH:4][CH:3]=1.[CH3:25][C:26]([O:29][C:30](O[C:30]([O:29][C:26]([CH3:28])([CH3:27])[CH3:25])=[O:31])=[O:31])([CH3:28])[CH3:27].O. Product: [C:26]([O:29][C:30]([N:16]1[C:17]2[C:13](=[CH:12][C:11]3[CH2:20][CH2:21][N:7]([CH2:6][C:5]4[CH:23]=[CH:24][C:2]([F:1])=[CH:3][CH:4]=4)[C:8](=[O:22])[NH:9][C:10]=3[CH:18]=2)[C:14]([I:19])=[N:15]1)=[O:31])([CH3:28])([CH3:27])[CH3:25]. The catalyst class is: 230. (2) Reactant: [F:1][C:2]1[CH:15]=[C:14]([F:16])[CH:13]=[CH:12][C:3]=1[O:4][C:5]1[CH:10]=[CH:9][C:8]([NH2:11])=[CH:7][CH:6]=1.[C:17]([C:20]1[CH:21]=[N:22][CH:23]=[CH:24][CH:25]=1)(=O)[CH3:18].C(O)(=O)C.C(O[BH-](OC(=O)C)OC(=O)C)(=O)C.[Na+]. Product: [F:1][C:2]1[CH:15]=[C:14]([F:16])[CH:13]=[CH:12][C:3]=1[O:4][C:5]1[CH:6]=[CH:7][C:8]([NH:11][CH:17]([C:20]2[CH:21]=[N:22][CH:23]=[CH:24][CH:25]=2)[CH3:18])=[CH:9][CH:10]=1. The catalyst class is: 4. (3) Reactant: [F:1][C:2]([F:40])([F:39])[C:3]1[CH:4]=[C:5]([CH:32]=[C:33]([C:35]([F:38])([F:37])[F:36])[CH:34]=1)[C:6]([N:8]1[CH2:13][CH2:12][N:11]([CH2:14][C:15]#[C:16][C:17]2[CH:18]=[N:19][CH:20]=[CH:21][CH:22]=2)[CH2:10][CH:9]1[CH2:23][C:24]1[CH:29]=[CH:28][C:27]([CH3:30])=[C:26]([OH:31])[CH:25]=1)=[O:7].[ClH:41]. Product: [ClH:41].[ClH:41].[F:39][C:2]([F:1])([F:40])[C:3]1[CH:4]=[C:5]([CH:32]=[C:33]([C:35]([F:36])([F:37])[F:38])[CH:34]=1)[C:6]([N:8]1[CH2:13][CH2:12][N:11]([CH2:14][C:15]#[C:16][C:17]2[CH:18]=[N:19][CH:20]=[CH:21][CH:22]=2)[CH2:10][CH:9]1[CH2:23][C:24]1[CH:29]=[CH:28][C:27]([CH3:30])=[C:26]([OH:31])[CH:25]=1)=[O:7]. The catalyst class is: 125.